From a dataset of Reaction yield outcomes from USPTO patents with 853,638 reactions. Predict the reaction yield, written as a fraction of the theoretical maximum amount of product (1.0 means a 100% yield; for example, 0.34 means a 34% yield). (1) The reactants are [N+:1]([C:4]1[CH:5]=[C:6]2[C:12]([NH:13][C:14]3[CH:19]=[CH:18][CH:17]=[CH:16][CH:15]=3)=[N:11][N:10](COCC[Si](C)(C)C)[C:7]2=[N:8][CH:9]=1)([O-])=O. The catalyst is C(OCC)(=O)C. The product is [C:14]1([NH:13][C:12]2[C:6]3[C:7](=[N:8][CH:9]=[C:4]([NH2:1])[CH:5]=3)[NH:10][N:11]=2)[CH:15]=[CH:16][CH:17]=[CH:18][CH:19]=1. The yield is 0.210. (2) The reactants are C(OC(=O)[NH:10][CH:11]([C:13]1[NH:14][CH:15]=[C:16]([C:18]2[CH:23]=[CH:22][CH:21]=[CH:20][CH:19]=2)[N:17]=1)[CH3:12])C1C=CC=CC=1. The catalyst is CO.[Pd]. The product is [C:18]1([C:16]2[N:17]=[C:13]([CH:11]([NH2:10])[CH3:12])[NH:14][CH:15]=2)[CH:19]=[CH:20][CH:21]=[CH:22][CH:23]=1. The yield is 1.00. (3) The reactants are [Cl:1][C:2]1[CH:7]=[C:6]2[NH:8][C:9](=[O:32])[C:10]3([CH:15]([C:16]4[CH:21]=[CH:20][CH:19]=[C:18]([Cl:22])[CH:17]=4)[CH2:14][C:13](=[O:23])[NH:12][CH:11]3[C:24]3[CH:29]=[C:28]([F:30])[CH:27]=[CH:26][C:25]=3[CH3:31])[C:5]2=[CH:4][CH:3]=1.[C:33]([O:37][C:38](O[C:38]([O:37][C:33]([CH3:36])([CH3:35])[CH3:34])=[O:39])=[O:39])([CH3:36])([CH3:35])[CH3:34]. The catalyst is ClCCl.CN(C)C1C=CN=CC=1. The product is [C:33]([O:37][C:38]([N:8]1[C:6]2[C:5](=[CH:4][CH:3]=[C:2]([Cl:1])[CH:7]=2)[C:10]2([CH:15]([C:16]3[CH:21]=[CH:20][CH:19]=[C:18]([Cl:22])[CH:17]=3)[CH2:14][C:13](=[O:23])[NH:12][CH:11]2[C:24]2[CH:29]=[C:28]([F:30])[CH:27]=[CH:26][C:25]=2[CH3:31])[C:9]1=[O:32])=[O:39])([CH3:36])([CH3:35])[CH3:34]. The yield is 0.960.